From a dataset of Catalyst prediction with 721,799 reactions and 888 catalyst types from USPTO. Predict which catalyst facilitates the given reaction. (1) The catalyst class is: 13. Product: [F:9][C:3]1[CH:4]=[C:5]([CH3:8])[CH:6]=[CH:7][C:2]=1[C:10]#[N:11]. Reactant: Br[C:2]1[CH:7]=[CH:6][C:5]([CH3:8])=[CH:4][C:3]=1[F:9].[CH3:10][N:11](C=O)C. (2) Reactant: [CH:1]1([C:4]2[C:9](=[O:10])[NH:8][C:7](=[O:11])[NH:6][C:5]=2[C:12]([C:14]2[CH:15]=[C:16]([CH:19]=[C:20]([CH3:22])[CH:21]=2)[C:17]#[N:18])=[O:13])[CH2:3][CH2:2]1.C(=O)([O-])[O-].[K+].[K+].Br[CH2:30][C:31]1[CH:36]=[C:35]([F:37])[N:34]=[C:33]([F:38])[CH:32]=1.[I-].[Li+]. Product: [CH:1]1([C:4]2[C:9](=[O:10])[NH:8][C:7](=[O:11])[N:6]([CH2:30][C:31]3[CH:36]=[C:35]([F:37])[N:34]=[C:33]([F:38])[CH:32]=3)[C:5]=2[C:12]([C:14]2[CH:15]=[C:16]([CH:19]=[C:20]([CH3:22])[CH:21]=2)[C:17]#[N:18])=[O:13])[CH2:3][CH2:2]1. The catalyst class is: 39.